From a dataset of Reaction yield outcomes from USPTO patents with 853,638 reactions. Predict the reaction yield, written as a fraction of the theoretical maximum amount of product (1.0 means a 100% yield; for example, 0.34 means a 34% yield). (1) The reactants are [F:1][C:2]1[CH:9]=[C:8]([F:10])[CH:7]=[CH:6][C:3]=1[CH:4]=O.C(OC)(OC)OC.[CH2:18]([NH2:21])[CH2:19][CH3:20].[BH4-]. The catalyst is CO.C(Cl)Cl.C(O)(=O)C. The product is [F:1][C:2]1[CH:9]=[C:8]([F:10])[CH:7]=[CH:6][C:3]=1[CH2:4][NH:21][CH2:18][CH2:19][CH3:20]. The yield is 0.710. (2) The reactants are [CH3:1][N:2]1[C:6]([CH3:7])=[CH:5][C:4]([NH:8][C:9]2[C:10](=[O:25])[N:11]([CH3:24])[CH:12]=[C:13](B3OC(C)(C)C(C)(C)O3)[CH:14]=2)=[N:3]1.Cl[C:27]1[C:32]([CH:33]=[O:34])=[C:31]([N:35]2[CH2:47][CH2:46][C:45]3[N:44]4[C:39]([CH2:40][CH2:41][CH2:42][CH2:43]4)=[CH:38][C:37]=3[C:36]2=[O:48])[N:30]=[CH:29][CH:28]=1.C([O-])(=O)C.[Na+].[O-]P([O-])([O-])=O.[K+].[K+].[K+]. The catalyst is C1C=CC(P(C2C=CC=CC=2)[C-]2C=CC=C2)=CC=1.C1C=CC(P(C2C=CC=CC=2)[C-]2C=CC=C2)=CC=1.Cl[Pd]Cl.[Fe+2].O.C(#N)C. The product is [CH3:1][N:2]1[C:6]([CH3:7])=[CH:5][C:4]([NH:8][C:9]2[C:10](=[O:25])[N:11]([CH3:24])[CH:12]=[C:13]([C:27]3[C:32]([CH:33]=[O:34])=[C:31]([N:35]4[CH2:47][CH2:46][C:45]5[N:44]6[C:39]([CH2:40][CH2:41][CH2:42][CH2:43]6)=[CH:38][C:37]=5[C:36]4=[O:48])[N:30]=[CH:29][CH:28]=3)[CH:14]=2)=[N:3]1. The yield is 0.480.